Dataset: Peptide-MHC class II binding affinity with 134,281 pairs from IEDB. Task: Regression. Given a peptide amino acid sequence and an MHC pseudo amino acid sequence, predict their binding affinity value. This is MHC class II binding data. The peptide sequence is AATGAATAATGGYKV. The MHC is HLA-DPA10201-DPB11401 with pseudo-sequence HLA-DPA10201-DPB11401. The binding affinity (normalized) is 0.